From a dataset of Forward reaction prediction with 1.9M reactions from USPTO patents (1976-2016). Predict the product of the given reaction. (1) Given the reactants [Cl:1][C:2]1[CH:7]=[C:6]([NH:8][CH2:9][CH2:10][C:11]2[CH:16]=[CH:15][C:14]([Cl:17])=[CH:13][C:12]=2[Cl:18])[N:5]=[C:4]([CH:19]([OH:22])CO)[N:3]=1.I([O-])(=O)(=O)=O.[Na+], predict the reaction product. The product is: [Cl:1][C:2]1[CH:7]=[C:6]([NH:8][CH2:9][CH2:10][C:11]2[CH:16]=[CH:15][C:14]([Cl:17])=[CH:13][C:12]=2[Cl:18])[N:5]=[C:4]([CH:19]=[O:22])[N:3]=1. (2) Given the reactants Cl[CH2:2][C:3]1[C:4]2[CH:11]=[CH:10][CH:9]=[CH:8][C:5]=2[S:6][CH:7]=1.[S:12]([NH2:16])([NH2:15])(=[O:14])=[O:13].C(=O)([O-])[O-].[K+].[K+], predict the reaction product. The product is: [S:6]1[CH:7]=[C:3]([CH2:2][NH:15][S:12]([NH2:16])(=[O:14])=[O:13])[C:4]2[CH:11]=[CH:10][CH:9]=[CH:8][C:5]1=2. (3) Given the reactants [CH:1]1([N:7]([CH2:21][CH2:22][C:23]2[CH:28]=CC=C[CH:24]=2)[C:8](=[O:20])NC2SC(SCC(O)=O)=CN=2)[CH2:6][CH2:5][CH2:4][CH2:3][CH2:2]1.C1(=O)CCCCC1.CC(C)CCN.C([O:44][C:45](=[O:56])[C:46]([S:49][C:50]1[S:54][C:53]([NH2:55])=[N:52][CH:51]=1)([CH3:48])[CH3:47])C, predict the reaction product. The product is: [CH:1]1([N:7]([CH2:21][CH2:22][CH:23]([CH3:28])[CH3:24])[C:8](=[O:20])[NH:55][C:53]2[S:54][C:50]([S:49][C:46]([CH3:47])([CH3:48])[C:45]([OH:44])=[O:56])=[CH:51][N:52]=2)[CH2:6][CH2:5][CH2:4][CH2:3][CH2:2]1. (4) Given the reactants [H-].[Na+].[CH3:3][O:4][C:5]1[CH:6]=[CH:7][C:8]([CH2:11][OH:12])=[CH:9][CH:10]=1.C1OCCOCCOCCOCC[O:15][CH2:14]1.[Cl:28][C:29]1[CH:38]=[C:37](Cl)[C:36]2[C:31](=[C:32]([Cl:42])[C:33]([O:40][CH3:41])=[CH:34][CH:35]=2)[N:30]=1.[NH4+].[Cl-], predict the reaction product. The product is: [CH3:3][O:4][C:5]1[CH:10]=[CH:9][C:8]([CH2:11][O:12][C:37]2[C:36]3[C:31](=[C:32]([Cl:42])[C:33]([O:40][CH3:41])=[CH:34][CH:35]=3)[NH:30][C:29]([Cl:28])([CH:14]=[O:15])[CH:38]=2)=[CH:7][CH:6]=1. (5) Given the reactants C([NH:5][S:6]([C:9]1[CH:14]=[CH:13][C:12]([O:15][C:16]([F:19])([F:18])[F:17])=[CH:11][C:10]=1[C:20]1[CH:25]=[CH:24][C:23]([CH2:26][N:27]2[CH2:31][CH2:30][N:29]([CH3:32])[C:28]2=[O:33])=[CH:22][N:21]=1)(=[O:8])=[O:7])(C)(C)C.C([O-])(O)=O.[Na+], predict the reaction product. The product is: [CH3:32][N:29]1[CH2:30][CH2:31][N:27]([CH2:26][C:23]2[CH:24]=[CH:25][C:20]([C:10]3[CH:11]=[C:12]([O:15][C:16]([F:19])([F:17])[F:18])[CH:13]=[CH:14][C:9]=3[S:6]([NH2:5])(=[O:8])=[O:7])=[N:21][CH:22]=2)[C:28]1=[O:33]. (6) Given the reactants Cl[C:2]1[C:11]2[C:6](=[CH:7][CH:8]=[C:9]([F:12])[CH:10]=2)[N:5]=[CH:4][CH:3]=1.[CH3:13][N:14](C=O)C, predict the reaction product. The product is: [F:12][C:9]1[CH:10]=[C:11]2[C:6](=[CH:7][CH:8]=1)[N:5]=[CH:4][CH:3]=[C:2]2[C:13]#[N:14]. (7) Given the reactants [OH2:1].ON1C2C=CC=C[C:6]=2N=N1.Cl.CN(C)CCCN=C=NCC.[F:24][C:25]1[CH:26]=[C:27]([C:31]2[C@:32]3([CH2:48][CH2:47][C@H:46]4[C@@H:37]([CH2:38][CH2:39][C:40]5[CH:41]=[C:42](C(O)=O)[CH:43]=[CH:44][C:45]=54)[C@@H:34]3[CH2:35][CH:36]=2)[CH3:33])[CH:28]=[N:29][CH:30]=1.[CH3:52][NH:53][CH2:54][CH2:55][C:56]([O:58][C:59]([CH3:62])([CH3:61])[CH3:60])=[O:57], predict the reaction product. The product is: [F:24][C:25]1[CH:26]=[C:27]([C:31]2[C@:32]3([CH2:48][CH2:47][C@H:46]4[C@@H:37]([CH2:38][CH2:39][C:40]5[CH:41]=[C:42]([C:52]([N:53]([CH3:6])[CH2:54][CH2:55][C:56]([O:58][C:59]([CH3:62])([CH3:61])[CH3:60])=[O:57])=[O:1])[CH:43]=[CH:44][C:45]=54)[C@@H:34]3[CH2:35][CH:36]=2)[CH3:33])[CH:28]=[N:29][CH:30]=1. (8) Given the reactants [OH:1][CH2:2][C:3]1[CH:4]=[C:5]([CH:9]=[CH:10][CH:11]=1)[C:6]([OH:8])=[O:7].S(=O)(=O)(O)O.[C:17](=O)([O-])O.[Na+], predict the reaction product. The product is: [OH:1][CH2:2][C:3]1[CH:4]=[C:5]([CH:9]=[CH:10][CH:11]=1)[C:6]([O:8][CH3:17])=[O:7]. (9) Given the reactants [C:1](O[BH-](OC(=O)C)OC(=O)C)(=O)C.[Na+].[Br:15][C:16]1[CH:17]=[C:18]([CH2:22][N:23]2[CH2:28][CH2:27][NH:26][CH2:25][C@@H:24]2[C:29]2[CH:34]=[CH:33][C:32]([F:35])=[CH:31][CH:30]=2)[CH:19]=[N:20][CH:21]=1.C=O, predict the reaction product. The product is: [Br:15][C:16]1[CH:17]=[C:18]([CH2:22][N:23]2[CH2:28][CH2:27][N:26]([CH3:1])[CH2:25][C@@H:24]2[C:29]2[CH:34]=[CH:33][C:32]([F:35])=[CH:31][CH:30]=2)[CH:19]=[N:20][CH:21]=1. (10) Given the reactants [Cl:1][C:2]1[C:7]([CH:8]=[CH:9][CH3:10])=[C:6]([F:11])[CH:5]=[CH:4][C:3]=1[CH:12]1[O:16][CH2:15][CH2:14][O:13]1, predict the reaction product. The product is: [Cl:1][C:2]1[C:7]([CH2:8][CH2:9][CH3:10])=[C:6]([F:11])[CH:5]=[CH:4][C:3]=1[CH:12]([O:16][CH3:15])[O:13][CH3:14].